Dataset: Peptide-MHC class II binding affinity with 134,281 pairs from IEDB. Task: Regression. Given a peptide amino acid sequence and an MHC pseudo amino acid sequence, predict their binding affinity value. This is MHC class II binding data. (1) The peptide sequence is AVIRGKKGAGGITIK. The MHC is HLA-DQA10401-DQB10402 with pseudo-sequence HLA-DQA10401-DQB10402. The binding affinity (normalized) is 0.0606. (2) The peptide sequence is IPSIIHEALNIALIA. The MHC is DRB1_0101 with pseudo-sequence DRB1_0101. The binding affinity (normalized) is 0.945. (3) The peptide sequence is RQKIIYSGAVNLDDE. The MHC is DRB1_0101 with pseudo-sequence DRB1_0101. The binding affinity (normalized) is 0.770.